This data is from NCI-60 drug combinations with 297,098 pairs across 59 cell lines. The task is: Regression. Given two drug SMILES strings and cell line genomic features, predict the synergy score measuring deviation from expected non-interaction effect. (1) Drug 1: CN(CC1=CN=C2C(=N1)C(=NC(=N2)N)N)C3=CC=C(C=C3)C(=O)NC(CCC(=O)O)C(=O)O. Drug 2: CCC(=C(C1=CC=CC=C1)C2=CC=C(C=C2)OCCN(C)C)C3=CC=CC=C3.C(C(=O)O)C(CC(=O)O)(C(=O)O)O. Cell line: T-47D. Synergy scores: CSS=9.20, Synergy_ZIP=7.58, Synergy_Bliss=11.4, Synergy_Loewe=-3.71, Synergy_HSA=-4.51. (2) Drug 2: C1CNP(=O)(OC1)N(CCCl)CCCl. Synergy scores: CSS=-5.87, Synergy_ZIP=10.1, Synergy_Bliss=10.2, Synergy_Loewe=3.17, Synergy_HSA=1.41. Cell line: HOP-62. Drug 1: CC(C)(C#N)C1=CC(=CC(=C1)CN2C=NC=N2)C(C)(C)C#N. (3) Drug 1: CC1C(C(=O)NC(C(=O)N2CCCC2C(=O)N(CC(=O)N(C(C(=O)O1)C(C)C)C)C)C(C)C)NC(=O)C3=C4C(=C(C=C3)C)OC5=C(C(=O)C(=C(C5=N4)C(=O)NC6C(OC(=O)C(N(C(=O)CN(C(=O)C7CCCN7C(=O)C(NC6=O)C(C)C)C)C)C(C)C)C)N)C. Drug 2: B(C(CC(C)C)NC(=O)C(CC1=CC=CC=C1)NC(=O)C2=NC=CN=C2)(O)O. Cell line: SK-OV-3. Synergy scores: CSS=29.1, Synergy_ZIP=-4.27, Synergy_Bliss=-5.25, Synergy_Loewe=-11.6, Synergy_HSA=-4.10.